From a dataset of Catalyst prediction with 721,799 reactions and 888 catalyst types from USPTO. Predict which catalyst facilitates the given reaction. Reactant: C([O:3][C:4](=O)[C:5]([CH3:27])=[CH:6][CH:7]=[CH:8][C:9]([CH3:26])=[CH:10][CH:11]=[CH:12][CH:13]=[C:14]([CH3:25])[CH:15]=[CH:16][CH:17]=[C:18]([CH3:24])[C:19](OCC)=[O:20])C.[H-].C([Al+]CC(C)C)C(C)C.C1(C)C=CC=CC=1.[OH-].[Na+]. Product: [CH3:24][C:18](=[CH:17][CH:16]=[CH:15][C:14]([CH3:25])=[CH:13][CH:12]=[CH:11][CH:10]=[C:9]([CH3:26])[CH:8]=[CH:7][CH:6]=[C:5]([CH3:27])[CH2:4][OH:3])[CH2:19][OH:20]. The catalyst class is: 34.